Dataset: CYP2C9 inhibition data for predicting drug metabolism from PubChem BioAssay. Task: Regression/Classification. Given a drug SMILES string, predict its absorption, distribution, metabolism, or excretion properties. Task type varies by dataset: regression for continuous measurements (e.g., permeability, clearance, half-life) or binary classification for categorical outcomes (e.g., BBB penetration, CYP inhibition). Dataset: cyp2c9_veith. The drug is CCN=C(Nc1cccc(F)c1)SC1CC(=O)N(c2ccc(OC)cc2)C1=O. The result is 1 (inhibitor).